From a dataset of Peptide-MHC class II binding affinity with 134,281 pairs from IEDB. Regression. Given a peptide amino acid sequence and an MHC pseudo amino acid sequence, predict their binding affinity value. This is MHC class II binding data. The peptide sequence is AAATARTTVYGAFAA. The MHC is HLA-DPA10103-DPB10401 with pseudo-sequence HLA-DPA10103-DPB10401. The binding affinity (normalized) is 0.331.